Task: Binary Classification. Given a drug SMILES string, predict its activity (active/inactive) in a high-throughput screening assay against a specified biological target.. Dataset: Choline transporter screen with 302,306 compounds (1) The compound is S(=O)(=O)(N1CCN(CC1)C(=O)c1ncoc1c1ccc(F)cc1)c1c(OC)ccc(c1)C. The result is 0 (inactive). (2) The molecule is ClC(Cl)(Cl)C(NC(=O)C(C)(C)C)NC(=S)Nc1c(cccc1)C. The result is 0 (inactive). (3) The drug is O(c1c(OC)cc(cc1)/C=N\n1cnnc1)C(=O)c1occc1. The result is 0 (inactive).